From a dataset of Experimentally validated miRNA-target interactions with 360,000+ pairs, plus equal number of negative samples. Binary Classification. Given a miRNA mature sequence and a target amino acid sequence, predict their likelihood of interaction. The miRNA is hsa-miR-6841-3p with sequence ACCUUGCAUCUGCAUCCCCAG. The protein sequence of the target gene is MVELVISPSLTVNSDCLDKLKFNRADAAVWTLSDRQGITKSAPLRVSQLFSRSCPRVLPRQPSTAMAAYGQTQYSAGIQQATPYTAYPPPAQAYGIPSYSIKTEDSLNHSPGQSGFLSYGSSFSTSPTGQSPYTYQMHGTTGFYQGGNGLGNAAGFGSVHQDYPSYPGFPQSQYPQYYGSSYNPPYVPASSICPSPLSTSTYVLQEASHNVPNQSSESLAGEYNTHNGPSTPAKEGDTDRPHRASDGKLRGRSKRSSDPSPAGDNEIERVFVWDLDETIIIFHSLLTGTFASRYGKDTTT.... Result: 0 (no interaction).